This data is from Full USPTO retrosynthesis dataset with 1.9M reactions from patents (1976-2016). The task is: Predict the reactants needed to synthesize the given product. (1) Given the product [C:17]1([CH2:23][O:24][C:25]2[CH:33]=[CH:32][CH:31]=[CH:30][C:26]=2[C:27](/[N:12]=[C:4](\[O:3][CH2:2][CH3:1])/[CH3:6])=[O:28])[CH:22]=[CH:21][CH:20]=[CH:19][CH:18]=1, predict the reactants needed to synthesize it. The reactants are: [CH3:1][CH2:2][O:3][C:4]([C:6](N)=O)=O.Cl.C([N:12](CC)CC)C.[C:17]1([CH2:23][O:24][C:25]2[CH:33]=[CH:32][CH:31]=[CH:30][C:26]=2[C:27](Cl)=[O:28])[CH:22]=[CH:21][CH:20]=[CH:19][CH:18]=1. (2) Given the product [O:15]=[C:14]1[C:13]2([CH2:16][CH2:17][NH:18][CH2:19][CH2:20]2)[N:12]([C:31]2[CH:32]=[CH:33][CH:34]=[CH:35][CH:36]=2)[CH2:11][N:10]1[CH2:9][C:8]1[CH:7]=[C:6]([NH:5][S:2]([CH3:1])(=[O:4])=[O:3])[CH:39]=[CH:38][CH:37]=1, predict the reactants needed to synthesize it. The reactants are: [CH3:1][S:2]([NH:5][C:6]1[CH:7]=[C:8]([CH:37]=[CH:38][CH:39]=1)[CH2:9][N:10]1[C:14](=[O:15])[C:13]2([CH2:20][CH2:19][N:18](C(OCC3C=CC=CC=3)=O)[CH2:17][CH2:16]2)[N:12]([C:31]2[CH:36]=[CH:35][CH:34]=[CH:33][CH:32]=2)[CH2:11]1)(=[O:4])=[O:3]. (3) The reactants are: [C:1]1([C:7]2[S:11][C:10]([N:12]=[C:13]=[O:14])=[CH:9][CH:8]=2)[CH:6]=[CH:5][CH:4]=[CH:3][CH:2]=1.[C:15]12([CH2:25][N:26]3[CH2:31][CH2:30][CH:29]([NH2:32])[CH2:28][CH2:27]3)[CH2:24][CH:19]3[CH2:20][CH:21]([CH2:23][CH:17]([CH2:18]3)[CH2:16]1)[CH2:22]2. Given the product [C:15]12([CH2:25][N:26]3[CH2:31][CH2:30][CH:29]([NH:32][C:13]([NH:12][C:10]4[S:11][C:7]([C:1]5[CH:2]=[CH:3][CH:4]=[CH:5][CH:6]=5)=[CH:8][CH:9]=4)=[O:14])[CH2:28][CH2:27]3)[CH2:16][CH:17]3[CH2:23][CH:21]([CH2:20][CH:19]([CH2:18]3)[CH2:24]1)[CH2:22]2, predict the reactants needed to synthesize it. (4) Given the product [C:22]([C:25]1[CH:30]=[C:29]([C:2]2[CH:7]=[C:6]([N:8]3[CH2:13][CH2:12][O:11][CH2:10][CH2:9]3)[N:5]=[C:4]([C:14]3[CH:19]=[CH:18][CH:17]=[C:16]([CH2:20][OH:21])[CH:15]=3)[N:3]=2)[CH:28]=[CH:27][CH:26]=1)(=[O:24])[NH2:23], predict the reactants needed to synthesize it. The reactants are: Cl[C:2]1[CH:7]=[C:6]([N:8]2[CH2:13][CH2:12][O:11][CH2:10][CH2:9]2)[N:5]=[C:4]([C:14]2[CH:19]=[CH:18][CH:17]=[C:16]([CH2:20][OH:21])[CH:15]=2)[N:3]=1.[C:22]([C:25]1[CH:26]=[C:27](B(O)O)[CH:28]=[CH:29][CH:30]=1)(=[O:24])[NH2:23]. (5) Given the product [CH2:30]([C:33]1[N:34]([C:46]([O:48][C:49]([CH3:52])([CH3:51])[CH3:50])=[O:47])[C:35]2[C:40]([C:41]=1[CH2:42][C:43]([NH:55][C@@H:9]([CH2:8][C:4]1[CH:5]=[CH:6][CH:7]=[C:2]([I:1])[CH:3]=1)[C:10]([N:12]([C:14]1[CH:19]=[CH:18][C:17]([O:20][CH3:21])=[CH:16][CH:15]=1)[CH3:13])=[O:11])=[O:44])=[CH:39][CH:38]=[CH:37][CH:36]=2)[CH:31]=[CH2:32], predict the reactants needed to synthesize it. The reactants are: [I:1][C:2]1[CH:3]=[C:4]([CH2:8][C@H:9](NC(=O)OC(C)(C)C)[C:10]([N:12]([C:14]2[CH:19]=[CH:18][C:17]([O:20][CH3:21])=[CH:16][CH:15]=2)[CH3:13])=[O:11])[CH:5]=[CH:6][CH:7]=1.[CH2:30]([C:33]1[N:34]([C:46]([O:48][C:49]([CH3:52])([CH3:51])[CH3:50])=[O:47])[C:35]2[C:40]([C:41]=1[CH2:42][C:43](O)=[O:44])=[CH:39][CH:38]=[CH:37][CH:36]=2)[CH:31]=[CH2:32].CC[N:55](C(C)C)C(C)C.F[P-](F)(F)(F)(F)F.N1(OC(N(C)C)=[N+](C)C)C2N=CC=CC=2N=N1. (6) Given the product [C:1]([O:5][C:6]([N:8]1[CH2:12][C@H:11]([F:13])[CH2:10][C@H:9]1[C:14]1[S:15][C:16]([CH3:23])=[C:17]([C:19]([OH:21])=[O:20])[CH:18]=1)=[O:7])([CH3:4])([CH3:3])[CH3:2], predict the reactants needed to synthesize it. The reactants are: [C:1]([O:5][C:6]([N:8]1[CH2:12][C@H:11]([F:13])[CH2:10][C@H:9]1[C:14]1[S:15][C:16]([CH3:23])=[C:17]([C:19]([O:21]C)=[O:20])[CH:18]=1)=[O:7])([CH3:4])([CH3:3])[CH3:2].O.[OH-].[Li+].Cl.